This data is from NCI-60 drug combinations with 297,098 pairs across 59 cell lines. The task is: Regression. Given two drug SMILES strings and cell line genomic features, predict the synergy score measuring deviation from expected non-interaction effect. (1) Synergy scores: CSS=9.74, Synergy_ZIP=-9.60, Synergy_Bliss=-13.8, Synergy_Loewe=-9.44, Synergy_HSA=-7.40. Drug 1: C1=CC(=CC=C1CCCC(=O)O)N(CCCl)CCCl. Drug 2: C(CC(=O)O)C(=O)CN.Cl. Cell line: HCC-2998. (2) Drug 1: C1CCC(C1)C(CC#N)N2C=C(C=N2)C3=C4C=CNC4=NC=N3. Drug 2: CC1C(C(CC(O1)OC2CC(CC3=C2C(=C4C(=C3O)C(=O)C5=CC=CC=C5C4=O)O)(C(=O)C)O)N)O. Cell line: SW-620. Synergy scores: CSS=42.9, Synergy_ZIP=1.24, Synergy_Bliss=3.26, Synergy_Loewe=-11.5, Synergy_HSA=3.12. (3) Synergy scores: CSS=36.4, Synergy_ZIP=4.89, Synergy_Bliss=6.56, Synergy_Loewe=-5.15, Synergy_HSA=7.17. Cell line: MALME-3M. Drug 2: CC1=C(C(=CC=C1)Cl)NC(=O)C2=CN=C(S2)NC3=CC(=NC(=N3)C)N4CCN(CC4)CCO. Drug 1: CC1=C2C(C(=O)C3(C(CC4C(C3C(C(C2(C)C)(CC1OC(=O)C(C(C5=CC=CC=C5)NC(=O)OC(C)(C)C)O)O)OC(=O)C6=CC=CC=C6)(CO4)OC(=O)C)OC)C)OC. (4) Drug 1: C1CCN(CC1)CCOC2=CC=C(C=C2)C(=O)C3=C(SC4=C3C=CC(=C4)O)C5=CC=C(C=C5)O. Drug 2: CN1C(=O)N2C=NC(=C2N=N1)C(=O)N. Cell line: OVCAR-5. Synergy scores: CSS=-2.46, Synergy_ZIP=4.26, Synergy_Bliss=5.46, Synergy_Loewe=0.379, Synergy_HSA=-0.510. (5) Drug 1: C1CC(CCC1OC2=C(C(=CC=C2)Cl)F)(CC3=NC(=CC=C3)NC4=NC=CS4)C(=O)O. Drug 2: B(C(CC(C)C)NC(=O)C(CC1=CC=CC=C1)NC(=O)C2=NC=CN=C2)(O)O. Cell line: SK-OV-3. Synergy scores: CSS=59.6, Synergy_ZIP=5.57, Synergy_Bliss=7.65, Synergy_Loewe=-8.13, Synergy_HSA=8.46. (6) Drug 1: C1=CC(=CC=C1CCC2=CNC3=C2C(=O)NC(=N3)N)C(=O)NC(CCC(=O)O)C(=O)O. Drug 2: C1=CC=C(C=C1)NC(=O)CCCCCCC(=O)NO. Cell line: HS 578T. Synergy scores: CSS=12.9, Synergy_ZIP=-7.95, Synergy_Bliss=-12.5, Synergy_Loewe=-12.1, Synergy_HSA=-10.4. (7) Drug 1: CNC(=O)C1=NC=CC(=C1)OC2=CC=C(C=C2)NC(=O)NC3=CC(=C(C=C3)Cl)C(F)(F)F. Drug 2: C#CCC(CC1=CN=C2C(=N1)C(=NC(=N2)N)N)C3=CC=C(C=C3)C(=O)NC(CCC(=O)O)C(=O)O. Cell line: PC-3. Synergy scores: CSS=7.42, Synergy_ZIP=25.5, Synergy_Bliss=27.2, Synergy_Loewe=22.6, Synergy_HSA=22.5. (8) Drug 1: C1CC(C1)(C(=O)O)C(=O)O.[NH2-].[NH2-].[Pt+2]. Drug 2: CS(=O)(=O)CCNCC1=CC=C(O1)C2=CC3=C(C=C2)N=CN=C3NC4=CC(=C(C=C4)OCC5=CC(=CC=C5)F)Cl. Cell line: HOP-92. Synergy scores: CSS=15.6, Synergy_ZIP=-7.17, Synergy_Bliss=-2.20, Synergy_Loewe=1.17, Synergy_HSA=1.72. (9) Drug 1: C1CN1C2=NC(=NC(=N2)N3CC3)N4CC4. Drug 2: C1=CC=C(C(=C1)C(C2=CC=C(C=C2)Cl)C(Cl)Cl)Cl. Cell line: OVCAR-8. Synergy scores: CSS=24.3, Synergy_ZIP=2.51, Synergy_Bliss=2.83, Synergy_Loewe=-22.2, Synergy_HSA=0.510.